From a dataset of Full USPTO retrosynthesis dataset with 1.9M reactions from patents (1976-2016). Predict the reactants needed to synthesize the given product. (1) Given the product [Cl:12][C:9]1[CH:10]=[CH:11][C:6]([CH:2]2[NH:1][C:16]3([CH2:17][CH2:18][O:13][CH2:14][CH2:15]3)[NH:5][C:3]2=[O:4])=[CH:7][CH:8]=1, predict the reactants needed to synthesize it. The reactants are: [NH2:1][CH:2]([C:6]1[CH:11]=[CH:10][C:9]([Cl:12])=[CH:8][CH:7]=1)[C:3]([NH2:5])=[O:4].[O:13]1[CH2:18][CH2:17][C:16](=O)[CH2:15][CH2:14]1. (2) Given the product [CH3:7][C:5]1[N:6]=[C:2]([CH2:1][C:13](=[O:16])[CH2:14][CH3:15])[S:3][CH:4]=1, predict the reactants needed to synthesize it. The reactants are: [CH3:1][C:2]1[S:3][CH:4]=[C:5]([CH3:7])[N:6]=1.C([Li])CCC.[C:13](OCC)(=[O:16])[CH2:14][CH3:15]. (3) The reactants are: [CH:1]1([C:7]2[C:8]3[CH:9]=[CH:10][C:11]([C:40](O)=[O:41])=[CH:12][C:13]=3[N:14]3[CH2:20][C:19]([C:21]4[O:25][CH:24]=[N:23][C:22]=4[C:26]([N:28]4[CH2:33][CH2:32][O:31][CH2:30][CH2:29]4)=[O:27])=[CH:18][C:17]4[CH:34]=[C:35]([O:38][CH3:39])[CH:36]=[CH:37][C:16]=4[C:15]=23)[CH2:6][CH2:5][CH2:4][CH2:3][CH2:2]1.C1N=CN(C(N2C=NC=C2)=O)C=1.[CH3:55][N:56]([CH3:61])[S:57]([NH2:60])(=[O:59])=[O:58].C1CCN2C(=NCCC2)CC1. Given the product [CH:1]1([C:7]2[C:8]3[CH:9]=[CH:10][C:11]([C:40]([NH:60][S:57](=[O:59])(=[O:58])[N:56]([CH3:61])[CH3:55])=[O:41])=[CH:12][C:13]=3[N:14]3[CH2:20][C:19]([C:21]4[O:25][CH:24]=[N:23][C:22]=4[C:26]([N:28]4[CH2:29][CH2:30][O:31][CH2:32][CH2:33]4)=[O:27])=[CH:18][C:17]4[CH:34]=[C:35]([O:38][CH3:39])[CH:36]=[CH:37][C:16]=4[C:15]=23)[CH2:2][CH2:3][CH2:4][CH2:5][CH2:6]1, predict the reactants needed to synthesize it. (4) Given the product [F:26][C:27]([F:32])([F:31])[C:28]([O-:30])=[O:29].[C:2]([O:7][C:8]1[CH:9]=[C:10]([CH2:20][C@H:21]([NH3+:25])[C:22](=[O:24])[NH2:23])[CH:11]=[CH:12][C:13]=1[O:14][C:15](=[O:19])[CH:16]([CH3:18])[CH3:17])(=[O:6])[CH:3]([CH3:5])[CH3:4], predict the reactants needed to synthesize it. The reactants are: [Cl-].[C:2]([O:7][C:8]1[CH:9]=[C:10]([CH2:20][C@H:21]([NH3+:25])[C:22](=[O:24])[NH2:23])[CH:11]=[CH:12][C:13]=1[O:14][C:15](=[O:19])[CH:16]([CH3:18])[CH3:17])(=[O:6])[CH:3]([CH3:5])[CH3:4].[F:26][C:27]([F:32])([F:31])[C:28]([OH:30])=[O:29].